This data is from Full USPTO retrosynthesis dataset with 1.9M reactions from patents (1976-2016). The task is: Predict the reactants needed to synthesize the given product. (1) The reactants are: [Cl:1][C:2]1[CH:10]=[C:9]2[C:5]([C:6]([C:12]3[N:13]=[C:14]4[C:20]([C:21]([OH:23])=O)=[CH:19][N:18]([CH2:24][O:25][CH2:26][CH2:27][Si:28]([CH3:31])([CH3:30])[CH3:29])[C:15]4=[N:16][CH:17]=3)=[N:7][N:8]2[CH3:11])=[CH:4][CH:3]=1.Cl.[NH2:33][C@H:34]1[CH2:39][CH2:38][CH2:37][C@H:36]([C:40]([NH2:42])=[O:41])[CH2:35]1.CN(C(ON1N=NC2C=CC=CC1=2)=[N+](C)C)C.F[P-](F)(F)(F)(F)F.C1C=CC2N(O)N=NC=2C=1.C(N(CC)C(C)C)(C)C. Given the product [C:40]([C@H:36]1[CH2:37][CH2:38][CH2:39][C@H:34]([NH:33][C:21]([C:20]2[C:14]3[C:15](=[N:16][CH:17]=[C:12]([C:6]4[C:5]5[C:9](=[CH:10][C:2]([Cl:1])=[CH:3][CH:4]=5)[N:8]([CH3:11])[N:7]=4)[N:13]=3)[N:18]([CH2:24][O:25][CH2:26][CH2:27][Si:28]([CH3:30])([CH3:31])[CH3:29])[CH:19]=2)=[O:23])[CH2:35]1)(=[O:41])[NH2:42], predict the reactants needed to synthesize it. (2) Given the product [Br:19][C:20]1[CH:25]=[CH:24][N:23]=[C:22]([C:26]([C:7]2[C:15]3[CH:14]=[N:13][CH:12]=[N:11][C:10]=3[N:9]([CH:16]([CH3:18])[CH3:17])[CH:8]=2)=[O:27])[CH:21]=1, predict the reactants needed to synthesize it. The reactants are: C([Li])CCC.I[C:7]1[C:15]2[CH:14]=[N:13][CH:12]=[N:11][C:10]=2[N:9]([CH:16]([CH3:18])[CH3:17])[CH:8]=1.[Br:19][C:20]1[CH:25]=[CH:24][N:23]=[C:22]([C:26](N(OC)C)=[O:27])[CH:21]=1.[NH4+].[Cl-]. (3) The reactants are: [CH2:1]([O:8][C:9]1[CH:18]=[C:17]2[C:12]([C:13]([NH:20][CH2:21][CH:22]3[CH2:27][CH2:26][O:25][CH2:24][CH2:23]3)=[C:14]([NH2:19])[CH:15]=[N:16]2)=[CH:11][CH:10]=1)[C:2]1[CH:7]=[CH:6][CH:5]=[CH:4][CH:3]=1.C(N(CC)CC)C.[Cl:35][CH2:36][C:37](Cl)=O. Given the product [CH2:1]([O:8][C:9]1[CH:10]=[CH:11][C:12]2[C:13]3[N:20]([CH2:21][CH:22]4[CH2:27][CH2:26][O:25][CH2:24][CH2:23]4)[C:37]([CH2:36][Cl:35])=[N:19][C:14]=3[CH:15]=[N:16][C:17]=2[CH:18]=1)[C:2]1[CH:3]=[CH:4][CH:5]=[CH:6][CH:7]=1, predict the reactants needed to synthesize it.